Dataset: Forward reaction prediction with 1.9M reactions from USPTO patents (1976-2016). Task: Predict the product of the given reaction. (1) Given the reactants [NH:1]1[C:5]([CH:6]=[O:7])=[CH:4][N:3]=[CH:2]1.C(=O)([O-])[O-].[K+].[K+].[CH2:14](I)[CH3:15].O, predict the reaction product. The product is: [CH2:14]([N:1]1[C:5]([CH:6]=[O:7])=[CH:4][N:3]=[CH:2]1)[CH3:15].[CH2:14]([N:3]1[CH:4]=[C:5]([CH:6]=[O:7])[N:1]=[CH:2]1)[CH3:15]. (2) The product is: [NH2:11][C:3]1[C:2]2[NH:14][C:15]3[CH:16]=[CH:17][C:18]([CH3:21])=[CH:19][C:20]=3[C:7](=[O:9])[C:6]=2[N:5]([CH3:10])[N:4]=1. Given the reactants Br[C:2]1[C:3]([N+:11]([O-])=O)=[N:4][N:5]([CH3:10])[C:6]=1[C:7]([OH:9])=O.[NH2:14][C:15]1[CH:20]=[CH:19][C:18]([CH3:21])=[CH:17][CH:16]=1.[OH-].[Na+].O, predict the reaction product. (3) Given the reactants [CH2:1]([N:8]1[CH2:13][CH2:12][C:11]([NH:21][C:22]2[CH:27]=[CH:26][CH:25]=[CH:24][CH:23]=2)([C:14]2[CH:19]=[CH:18][CH:17]=[C:16]([Br:20])[N:15]=2)[CH2:10][CH2:9]1)[C:2]1[CH:7]=[CH:6][CH:5]=[CH:4][CH:3]=1.[F:28][C:29]([F:40])([F:39])[C:30](O[C:30](=[O:31])[C:29]([F:40])([F:39])[F:28])=[O:31], predict the reaction product. The product is: [CH2:1]([N:8]1[CH2:13][CH2:12][C:11]([N:21]([C:22]2[CH:27]=[CH:26][CH:25]=[CH:24][CH:23]=2)[C:30](=[O:31])[C:29]([F:40])([F:39])[F:28])([C:14]2[CH:19]=[CH:18][CH:17]=[C:16]([Br:20])[N:15]=2)[CH2:10][CH2:9]1)[C:2]1[CH:3]=[CH:4][CH:5]=[CH:6][CH:7]=1. (4) Given the reactants [O-:1][Mn](=O)(=O)=O.[K+].[Cl:7][C:8]1[C:12]([Cl:13])=[C:11]([CH3:14])[NH:10][C:9]=1[C:15]([NH:17][C@H:18]1[CH2:23][CH2:22][N:21]([C:24]2[CH:25]=[C:26]([C:32]([CH:35]=[O:36])=[CH:33][N:34]=2)[C:27]([O:29][CH2:30][CH3:31])=[O:28])[CH2:20][C@H:19]1[O:37][CH3:38])=[O:16], predict the reaction product. The product is: [Cl:7][C:8]1[C:12]([Cl:13])=[C:11]([CH3:14])[NH:10][C:9]=1[C:15]([NH:17][C@H:18]1[CH2:23][CH2:22][N:21]([C:24]2[CH:25]=[C:26]([C:27]([O:29][CH2:30][CH3:31])=[O:28])[C:32]([C:35]([OH:1])=[O:36])=[CH:33][N:34]=2)[CH2:20][C@H:19]1[O:37][CH3:38])=[O:16]. (5) Given the reactants [Cl:1][C:2]1[C:3]([O:12][C:13]2[CH:18]=[C:17]([O:19][CH:20]([CH3:22])[CH3:21])[CH:16]=[CH:15][C:14]=2/[CH:23]=[C:24](\[CH3:28])/[C:25]([OH:27])=O)=[N:4][CH:5]=[C:6]([C:8]([F:11])([F:10])[F:9])[CH:7]=1.Cl.C(N=C=NCCCN(C)C)C.[C:41]1([CH2:47][CH2:48][NH:49][S:50]([NH2:53])(=[O:52])=[O:51])[CH:46]=[CH:45][CH:44]=[CH:43][CH:42]=1.Cl, predict the reaction product. The product is: [Cl:1][C:2]1[C:3]([O:12][C:13]2[CH:18]=[C:17]([O:19][CH:20]([CH3:21])[CH3:22])[CH:16]=[CH:15][C:14]=2/[CH:23]=[C:24](\[CH3:28])/[C:25]([NH:53][S:50]([NH:49][CH2:48][CH2:47][C:41]2[CH:46]=[CH:45][CH:44]=[CH:43][CH:42]=2)(=[O:52])=[O:51])=[O:27])=[N:4][CH:5]=[C:6]([C:8]([F:11])([F:10])[F:9])[CH:7]=1. (6) Given the reactants [CH:1](=[N:10][NH:11][C:12]([NH2:14])=[S:13])[CH:2]=[CH:3][C:4]1[CH:9]=[CH:8][CH:7]=[CH:6][CH:5]=1.Br[CH2:16][C:17]([C:19]1[CH:24]=[CH:23][C:22]([C:25]([F:28])([F:27])[F:26])=[CH:21][CH:20]=1)=O, predict the reaction product. The product is: [F:26][C:25]([F:27])([F:28])[C:22]1[CH:21]=[CH:20][C:19]([C:17]2[N:14]=[C:12]([NH:11][N:10]=[CH:1][CH:2]=[CH:3][C:4]3[CH:9]=[CH:8][CH:7]=[CH:6][CH:5]=3)[S:13][CH:16]=2)=[CH:24][CH:23]=1. (7) Given the reactants [NH2:1][C:2]1[C:3]2[N:4]([C:8]([C@@H:12]3[CH2:16][CH2:15][CH2:14][N:13]3C(OCC3C=CC=CC=3)=O)=[N:9][C:10]=2Br)[CH:5]=[CH:6][N:7]=1.CC1(C)C(C)(C)OB([C:35]2[CH:53]=[CH:52][C:38]([C:39]([NH:41][C:42]3[CH:47]=[C:46]([C:48]([F:51])([F:50])[F:49])[CH:45]=[CH:44][N:43]=3)=[O:40])=[CH:37][CH:36]=2)O1, predict the reaction product. The product is: [NH2:1][C:2]1[C:3]2[N:4]([C:8]([C@@H:12]3[CH2:16][CH2:15][CH2:14][NH:13]3)=[N:9][C:10]=2[C:35]2[CH:53]=[CH:52][C:38]([C:39]([NH:41][C:42]3[CH:47]=[C:46]([C:48]([F:49])([F:50])[F:51])[CH:45]=[CH:44][N:43]=3)=[O:40])=[CH:37][CH:36]=2)[CH:5]=[CH:6][N:7]=1. (8) Given the reactants [C:1]([C:3]1[CH:8]=[CH:7][C:6]([NH:9][C:10]([CH:12]=[CH:13][C:14]([OH:16])=O)=[O:11])=[CH:5][C:4]=1[C:17]([F:20])([F:19])[F:18])#[N:2].C1(C)C=CC=CC=1.C[Si](C)(C)N[Si](C)(C)C.Cl, predict the reaction product. The product is: [O:16]=[C:14]1[CH:13]=[CH:12][C:10](=[O:11])[N:9]1[C:6]1[CH:7]=[CH:8][C:3]([C:1]#[N:2])=[C:4]([C:17]([F:20])([F:19])[F:18])[CH:5]=1. (9) The product is: [CH3:1][O:2][C:3](=[O:25])[C:4]1[CH:9]=[CH:8][C:7]([CH:10]([NH:17][C:34]([O:36][C:37]([CH3:38])([CH3:39])[CH3:40])=[O:35])[P:11]([O:13][CH3:14])([O:15][CH3:16])=[O:12])=[CH:6][CH:5]=1. Given the reactants [CH3:1][O:2][C:3](=[O:25])[C:4]1[CH:9]=[CH:8][C:7]([CH:10]([NH:17]CC2C=CC=CC=2)[P:11]([O:15][CH3:16])([O:13][CH3:14])=[O:12])=[CH:6][CH:5]=1.[CH3:38][C:37]([O:36][C:34](O[C:34]([O:36][C:37]([CH3:40])([CH3:39])[CH3:38])=[O:35])=[O:35])([CH3:40])[CH3:39], predict the reaction product.